The task is: Predict the reactants needed to synthesize the given product.. This data is from Full USPTO retrosynthesis dataset with 1.9M reactions from patents (1976-2016). (1) Given the product [CH3:1][C:2]1[S:6][C:5]2=[N:7][C:13]([CH2:12][C:11]([OH:17])=[O:10])=[CH:14][N:4]2[N:3]=1, predict the reactants needed to synthesize it. The reactants are: [CH3:1][C:2]1[S:6][C:5]([NH2:7])=[N:4][N:3]=1.C([O:10][C:11](=[O:17])[CH2:12][C:13](=O)[CH2:14]Br)C. (2) Given the product [CH:1]1([CH:4]([C:10]2[CH:15]=[CH:14][C:13]([F:16])=[C:12]([OH:17])[CH:11]=2)[CH2:5][C:6]([O:8][CH3:9])=[O:7])[CH2:2][CH2:3]1, predict the reactants needed to synthesize it. The reactants are: [CH:1]1([CH:4]([C:10]2[CH:15]=[CH:14][C:13]([F:16])=[C:12]([O:17]C)[CH:11]=2)[CH2:5][C:6]([O:8][CH3:9])=[O:7])[CH2:3][CH2:2]1.B(Br)(Br)Br.O. (3) Given the product [CH3:9][C:6]1([CH:8]=[CH2:13])[CH2:7][CH2:2][C:3](=[O:10])[CH2:4][CH2:5]1, predict the reactants needed to synthesize it. The reactants are: C[C:2]1(C)[CH2:7][C:6]([CH3:9])([CH3:8])[CH2:5][CH2:4][C:3]1=[O:10].Cl.[CH3:13]C(C)=O. (4) Given the product [F:5][C:4]([F:6])([F:7])[C:3]([NH:9][CH:10]([C:13]1[CH:14]=[CH:15][CH:16]=[CH:17][CH:18]=1)[CH2:11][OH:12])([CH3:8])[CH2:2][NH:1][C:26](=[O:27])[O:28][C:29]([CH3:32])([CH3:31])[CH3:30], predict the reactants needed to synthesize it. The reactants are: [NH2:1][CH2:2][C:3]([NH:9][CH:10]([C:13]1[CH:18]=[CH:17][CH:16]=[CH:15][CH:14]=1)[CH2:11][OH:12])([CH3:8])[C:4]([F:7])([F:6])[F:5].C(N(CC)CC)C.[C:26](O[C:26]([O:28][C:29]([CH3:32])([CH3:31])[CH3:30])=[O:27])([O:28][C:29]([CH3:32])([CH3:31])[CH3:30])=[O:27]. (5) Given the product [F:15][C:12]([F:14])([F:13])[C:11]1[N:6]2[N:5]=[CH:4][C:3]([C:1]#[C:2][C:27]3[CH:28]=[N:29][CH:30]=[C:31]([CH:35]=3)[C:32]([NH2:34])=[O:33])=[C:7]2[N:8]=[C:9]([C:16]2[CH:21]=[CH:20][C:19]([C:22]([F:25])([F:24])[F:23])=[CH:18][CH:17]=2)[CH:10]=1, predict the reactants needed to synthesize it. The reactants are: [C:1]([C:3]1[CH:4]=[N:5][N:6]2[C:11]([C:12]([F:15])([F:14])[F:13])=[CH:10][C:9]([C:16]3[CH:21]=[CH:20][C:19]([C:22]([F:25])([F:24])[F:23])=[CH:18][CH:17]=3)=[N:8][C:7]=12)#[CH:2].Br[C:27]1[CH:28]=[N:29][CH:30]=[C:31]([CH:35]=1)[C:32]([NH2:34])=[O:33].